This data is from Full USPTO retrosynthesis dataset with 1.9M reactions from patents (1976-2016). The task is: Predict the reactants needed to synthesize the given product. Given the product [NH2:46][CH:43]([C:39]1[C:38]([F:47])=[C:37]([C:24]2[CH:25]=[C:4]([CH2:3][O:2][CH3:1])[CH:5]=[C:6]([CH2:7][O:8][C:9]3[CH:14]=[CH:13][CH:12]=[CH:11][C:10]=3[CH2:15][C:16]([O:18][C:19]([CH3:20])([CH3:21])[CH3:22])=[O:17])[CH:23]=2)[CH:42]=[CH:41][CH:40]=1)[CH2:44][F:45], predict the reactants needed to synthesize it. The reactants are: [CH3:1][O:2][CH2:3][C:4]1[CH:5]=[C:6]([CH:23]=[C:24](B2OC(C)(C)C(C)(C)O2)[CH:25]=1)[CH2:7][O:8][C:9]1[CH:14]=[CH:13][CH:12]=[CH:11][C:10]=1[CH2:15][C:16]([O:18][C:19]([CH3:22])([CH3:21])[CH3:20])=[O:17].Cl.Br[C:37]1[C:38]([F:47])=[C:39]([CH:43]([NH2:46])[CH2:44][F:45])[CH:40]=[CH:41][CH:42]=1.C(Cl)Cl.[O-]P([O-])([O-])=O.[K+].[K+].[K+].